From a dataset of Full USPTO retrosynthesis dataset with 1.9M reactions from patents (1976-2016). Predict the reactants needed to synthesize the given product. (1) Given the product [Cl:16][C:13]1[CH:12]=[C:11]([Br:17])[C:9]2=[N:10][N:6]([CH2:5][C:2]([NH:1][C:25](=[S:26])[C:24]3[CH:23]=[CH:22][C:21]([C:20]([F:19])([F:30])[F:31])=[CH:29][CH:28]=3)([C:3]#[N:4])[CH3:18])[N:7]=[C:8]2[C:14]=1[Br:15], predict the reactants needed to synthesize it. The reactants are: [NH2:1][C:2]([CH3:18])([CH2:5][N:6]1[N:10]=[C:9]2[C:11]([Br:17])=[CH:12][C:13]([Cl:16])=[C:14]([Br:15])[C:8]2=[N:7]1)[C:3]#[N:4].[F:19][C:20]([F:31])([F:30])[C:21]1[CH:29]=[CH:28][C:24]([C:25](Cl)=[S:26])=[CH:23][CH:22]=1. (2) Given the product [Cl:1][C:2]1[CH:3]=[C:4]([CH2:9][C:10]([C:12]2[CH:13]=[C:14]([O:20][CH3:21])[C:15]([O:18][CH3:19])=[CH:16][C:17]=2[N+:22]([O-:24])=[O:23])=[O:11])[CH:5]=[CH:6][C:7]=1[Cl:8], predict the reactants needed to synthesize it. The reactants are: [Cl:1][C:2]1[CH:3]=[C:4]([CH2:9][C:10]([C:12]2[CH:17]=[CH:16][C:15]([O:18][CH3:19])=[C:14]([O:20][CH3:21])[CH:13]=2)=[O:11])[CH:5]=[CH:6][C:7]=1[Cl:8].[N+:22]([O-])([OH:24])=[O:23].O. (3) Given the product [OH:17][C:4]1[C:3]([NH:2][N:18]=[C:34]2[C:35](=[O:36])[N:31]([C:27]3[CH:26]=[C:25]4[C:30](=[CH:29][CH:28]=3)[CH2:22][CH2:23][CH2:24]4)[N:32]=[C:33]2[CH3:37])=[CH:8][CH:7]=[CH:6][C:5]=1[C:9]1[O:13][C:12]([C:14]([OH:16])=[O:15])=[CH:11][CH:10]=1, predict the reactants needed to synthesize it. The reactants are: Br.[NH2:2][C:3]1[C:4]([OH:17])=[C:5]([C:9]2[O:13][C:12]([C:14]([OH:16])=[O:15])=[CH:11][CH:10]=2)[CH:6]=[CH:7][CH:8]=1.[N:18]([O-])=O.[Na+].[CH2:22]1[C:30]2[C:25](=[CH:26][C:27]([N:31]3[C:35](=[O:36])[CH2:34][C:33]([CH3:37])=[N:32]3)=[CH:28][CH:29]=2)[CH2:24][CH2:23]1.C(=O)(O)[O-].[Na+]. (4) Given the product [CH3:16][N:17]1[CH2:18][CH2:19][C:20]([C:25]2[CH:26]=[CH:27][C:28]([F:31])=[CH:29][CH:30]=2)([CH2:23][NH:24][C:13]([C:5]2[C:6]3[C:11](=[CH:10][CH:9]=[CH:8][CH:7]=3)[CH:12]=[C:3]([C:1]#[N:2])[CH:4]=2)=[O:15])[CH2:21][CH2:22]1, predict the reactants needed to synthesize it. The reactants are: [C:1]([C:3]1[CH:4]=[C:5]([C:13]([OH:15])=O)[C:6]2[C:11]([CH:12]=1)=[CH:10][CH:9]=[CH:8][CH:7]=2)#[N:2].[CH3:16][N:17]1[CH2:22][CH2:21][C:20]([C:25]2[CH:30]=[CH:29][C:28]([F:31])=[CH:27][CH:26]=2)([CH2:23][NH2:24])[CH2:19][CH2:18]1.Cl.C(N=C=NCCCN(C)C)C.ON1C2C=CC=CC=2N=N1. (5) Given the product [Cl:8][C:9]1[CH:28]=[CH:27][C:12]([NH:13][C:14]2[C:23]3[C:18](=[CH:19][C:20]([O:26][CH2:4][CH:3]([O:6][CH3:7])[O:2][CH3:1])=[C:21]([O:24][CH3:25])[CH:22]=3)[N:17]=[CH:16][N:15]=2)=[C:11]([F:29])[CH:10]=1, predict the reactants needed to synthesize it. The reactants are: [CH3:1][O:2][CH:3]([O:6][CH3:7])[CH2:4]Br.[Cl:8][C:9]1[CH:28]=[CH:27][C:12]([NH:13][C:14]2[C:23]3[C:18](=[CH:19][C:20]([OH:26])=[C:21]([O:24][CH3:25])[CH:22]=3)[N:17]=[CH:16][N:15]=2)=[C:11]([F:29])[CH:10]=1.C(=O)([O-])[O-].[K+].[K+].